The task is: Predict the product of the given reaction.. This data is from Forward reaction prediction with 1.9M reactions from USPTO patents (1976-2016). Given the reactants [CH:1](=O)[CH3:2].[ClH:4].Cl.[N:6]1([CH2:12][CH2:13][O:14][NH2:15])[CH2:11][CH2:10][O:9][CH2:8][CH2:7]1.[OH-].[Na+], predict the reaction product. The product is: [N:6]1([CH2:12][CH2:13][O:14][N:15]=[CH:2][CH2:1][Cl:4])[CH2:11][CH2:10][O:9][CH2:8][CH2:7]1.